This data is from Reaction yield outcomes from USPTO patents with 853,638 reactions. The task is: Predict the reaction yield, written as a fraction of the theoretical maximum amount of product (1.0 means a 100% yield; for example, 0.34 means a 34% yield). The reactants are Cl[C:2]1[N:3]=[C:4]([N:14]2[CH2:19][CH2:18][O:17][CH2:16][C@@H:15]2[CH3:20])[C:5]2[CH2:11][S:10](=[O:13])(=[O:12])[CH2:9][CH2:8][C:6]=2[N:7]=1.[CH:21]1([NH:24][C:25]([NH:27][C:28]2[CH:33]=[CH:32][C:31](B3OC(C)(C)C(C)(C)O3)=[CH:30][CH:29]=2)=[O:26])[CH2:23][CH2:22]1.C([O-])([O-])=O.[Na+].[Na+]. The catalyst is COCCOC.O.C1C=CC(P(C2C=CC=CC=2)[C-]2C=CC=C2)=CC=1.C1C=CC(P(C2C=CC=CC=2)[C-]2C=CC=C2)=CC=1.Cl[Pd]Cl.[Fe+2]. The product is [CH:21]1([NH:24][C:25]([NH:27][C:28]2[CH:33]=[CH:32][C:31]([C:2]3[N:3]=[C:4]([N:14]4[CH2:19][CH2:18][O:17][CH2:16][C@@H:15]4[CH3:20])[C:5]4[CH2:11][S:10](=[O:13])(=[O:12])[CH2:9][CH2:8][C:6]=4[N:7]=3)=[CH:30][CH:29]=2)=[O:26])[CH2:23][CH2:22]1. The yield is 0.160.